From a dataset of NCI-60 drug combinations with 297,098 pairs across 59 cell lines. Regression. Given two drug SMILES strings and cell line genomic features, predict the synergy score measuring deviation from expected non-interaction effect. (1) Drug 1: CC1=C(C(CCC1)(C)C)C=CC(=CC=CC(=CC(=O)O)C)C. Drug 2: C1CN(P(=O)(OC1)NCCCl)CCCl. Cell line: SF-268. Synergy scores: CSS=2.95, Synergy_ZIP=-0.495, Synergy_Bliss=0.307, Synergy_Loewe=0.751, Synergy_HSA=0.578. (2) Drug 1: CC1=C(C=C(C=C1)NC2=NC=CC(=N2)N(C)C3=CC4=NN(C(=C4C=C3)C)C)S(=O)(=O)N.Cl. Drug 2: C1CN(P(=O)(OC1)NCCCl)CCCl. Cell line: SK-MEL-28. Synergy scores: CSS=2.21, Synergy_ZIP=1.18, Synergy_Bliss=2.26, Synergy_Loewe=-0.893, Synergy_HSA=-0.720. (3) Drug 1: CC(CN1CC(=O)NC(=O)C1)N2CC(=O)NC(=O)C2. Drug 2: C1CC(=O)NC(=O)C1N2C(=O)C3=CC=CC=C3C2=O. Cell line: SK-MEL-28. Synergy scores: CSS=7.82, Synergy_ZIP=-3.42, Synergy_Bliss=-2.13, Synergy_Loewe=-4.07, Synergy_HSA=-2.36. (4) Drug 1: C1=NC2=C(N1)C(=S)N=C(N2)N. Drug 2: CC(C)(C#N)C1=CC(=CC(=C1)CN2C=NC=N2)C(C)(C)C#N. Cell line: KM12. Synergy scores: CSS=49.7, Synergy_ZIP=-0.729, Synergy_Bliss=1.89, Synergy_Loewe=4.14, Synergy_HSA=4.71. (5) Drug 1: CC1OCC2C(O1)C(C(C(O2)OC3C4COC(=O)C4C(C5=CC6=C(C=C35)OCO6)C7=CC(=C(C(=C7)OC)O)OC)O)O. Drug 2: C1CN1P(=S)(N2CC2)N3CC3. Cell line: BT-549. Synergy scores: CSS=25.3, Synergy_ZIP=-10.9, Synergy_Bliss=-4.21, Synergy_Loewe=-7.22, Synergy_HSA=-0.932. (6) Drug 1: CS(=O)(=O)C1=CC(=C(C=C1)C(=O)NC2=CC(=C(C=C2)Cl)C3=CC=CC=N3)Cl. Drug 2: CCCCC(=O)OCC(=O)C1(CC(C2=C(C1)C(=C3C(=C2O)C(=O)C4=C(C3=O)C=CC=C4OC)O)OC5CC(C(C(O5)C)O)NC(=O)C(F)(F)F)O. Cell line: BT-549. Synergy scores: CSS=10.3, Synergy_ZIP=1.55, Synergy_Bliss=6.87, Synergy_Loewe=6.20, Synergy_HSA=6.21. (7) Drug 1: C1=CN(C(=O)N=C1N)C2C(C(C(O2)CO)O)O.Cl. Drug 2: CC1CCCC2(C(O2)CC(NC(=O)CC(C(C(=O)C(C1O)C)(C)C)O)C(=CC3=CSC(=N3)C)C)C. Cell line: CCRF-CEM. Synergy scores: CSS=88.0, Synergy_ZIP=-0.722, Synergy_Bliss=-1.39, Synergy_Loewe=-2.74, Synergy_HSA=-0.731.